Dataset: Full USPTO retrosynthesis dataset with 1.9M reactions from patents (1976-2016). Task: Predict the reactants needed to synthesize the given product. (1) Given the product [CH2:21]([NH:23][CH2:17][C:16]1[N:12]([CH:11]2[C:10]3[C:5](=[CH:6][CH:7]=[CH:8][CH:9]=3)[C:4](=[O:19])[O:3][C:2]2([CH3:20])[CH3:1])[CH:13]=[N:14][CH:15]=1)[CH3:22], predict the reactants needed to synthesize it. The reactants are: [CH3:1][C:2]1([CH3:20])[CH:11]([N:12]2[C:16]([CH:17]=O)=[CH:15][N:14]=[CH:13]2)[C:10]2[C:5](=[CH:6][CH:7]=[CH:8][CH:9]=2)[C:4](=[O:19])[O:3]1.[CH2:21]([NH2:23])[CH3:22].C(O[BH-](OC(=O)C)OC(=O)C)(=O)C.[Na+]. (2) Given the product [C:1]1([O:3][PH:4](=[O:8])[O:5][C:6]2[CH:17]=[CH:16][CH:15]=[CH:19][CH:7]=2)[CH:19]=[CH:15][CH:16]=[CH:17][CH:2]=1, predict the reactants needed to synthesize it. The reactants are: [CH2:1]([O:3][PH:4](=[O:8])[O:5][CH2:6][CH3:7])[CH3:2].C([O-])([O-])=O.[Cs+].[Cs+].[CH2:15]1[CH2:19]O[CH2:17][CH2:16]1. (3) Given the product [F:1][C:2]1[C:3]([CH2:23][N:24]([CH3:25])[C:34](=[O:35])[O:36][C:37]([CH3:38])([CH3:39])[CH3:40])=[CH:4][N:5]([S:14]([C:17]2[CH:18]=[N:19][CH:20]=[CH:21][CH:22]=2)(=[O:16])=[O:15])[C:6]=1[C:7]1[C:8]([F:13])=[N:9][CH:10]=[CH:11][CH:12]=1, predict the reactants needed to synthesize it. The reactants are: [F:1][C:2]1[C:3]([CH2:23][NH:24][CH3:25])=[CH:4][N:5]([S:14]([C:17]2[CH:18]=[N:19][CH:20]=[CH:21][CH:22]=2)(=[O:16])=[O:15])[C:6]=1[C:7]1[C:8]([F:13])=[N:9][CH:10]=[CH:11][CH:12]=1.[C:34](O[C:34]([O:36][C:37]([CH3:40])([CH3:39])[CH3:38])=[O:35])([O:36][C:37]([CH3:40])([CH3:39])[CH3:38])=[O:35]. (4) Given the product [CH3:5][C:4]([C:6]1[S:7][CH:8]=[CH:9][CH:10]=1)([CH3:11])[CH2:3][OH:2], predict the reactants needed to synthesize it. The reactants are: C[O:2][C:3](=O)[C:4]([CH3:11])([C:6]1[S:7][CH:8]=[CH:9][CH:10]=1)[CH3:5].C([Al]CC(C)C)C(C)C.C1(C)C=CC=CC=1. (5) Given the product [C:8]([C:5]1[CH:6]=[CH:7][C:2]([Br:1])=[CH:3][CH:4]=1)(=[O:11])[CH:9]=[CH2:10], predict the reactants needed to synthesize it. The reactants are: [Br:1][C:2]1[CH:7]=[CH:6][CH:5]=[CH:4][CH:3]=1.[C:8](Cl)(=[O:11])[CH:9]=[CH2:10].[Cl-].[Al+3].[Cl-].[Cl-].